Regression. Given a peptide amino acid sequence and an MHC pseudo amino acid sequence, predict their binding affinity value. This is MHC class I binding data. From a dataset of Peptide-MHC class I binding affinity with 185,985 pairs from IEDB/IMGT. (1) The peptide sequence is KRHSTKYHL. The MHC is HLA-A23:01 with pseudo-sequence HLA-A23:01. The binding affinity (normalized) is 0.122. (2) The binding affinity (normalized) is 0.138. The MHC is HLA-A02:02 with pseudo-sequence HLA-A02:02. The peptide sequence is NALLKHRFEII. (3) The peptide sequence is IRTFSFQLI. The MHC is HLA-A01:01 with pseudo-sequence HLA-A01:01. The binding affinity (normalized) is 0. (4) The binding affinity (normalized) is 0.0847. The MHC is HLA-B39:01 with pseudo-sequence HLA-B39:01. The peptide sequence is MLTNASGHA. (5) The peptide sequence is EMVDELVTR. The MHC is HLA-A11:01 with pseudo-sequence HLA-A11:01. The binding affinity (normalized) is 0.0185. (6) The peptide sequence is GMSLNFPIAKV. The MHC is Mamu-B08 with pseudo-sequence Mamu-B08. The binding affinity (normalized) is 0.00262.